From a dataset of Reaction yield outcomes from USPTO patents with 853,638 reactions. Predict the reaction yield, written as a fraction of the theoretical maximum amount of product (1.0 means a 100% yield; for example, 0.34 means a 34% yield). (1) The yield is 0.760. The reactants are [Li]CCCC.[CH2:6]([N:13]([CH2:20][C:21]1[CH:26]=[CH:25][CH:24]=[CH:23][CH:22]=1)[CH2:14][C:15]([O:17][CH2:18][CH3:19])=[O:16])[C:7]1[CH:12]=[CH:11][CH:10]=[CH:9][CH:8]=1.[CH3:27][C:28]([CH3:33])([CH3:32])[C:29](Cl)=[O:30]. The catalyst is C1COCC1. The product is [CH2:20]([N:13]([CH2:6][C:7]1[CH:8]=[CH:9][CH:10]=[CH:11][CH:12]=1)[C@@H:14]([C:29](=[O:30])[C:28]([CH3:33])([CH3:32])[CH3:27])[C:15]([O:17][CH2:18][CH3:19])=[O:16])[C:21]1[CH:22]=[CH:23][CH:24]=[CH:25][CH:26]=1. (2) The reactants are C([O:5][C:6](=[O:51])[C:7]1[CH:12]=[CH:11][CH:10]=[C:9]([CH2:13][CH:14]([NH:28][C:29](=[O:48])[CH2:30][CH2:31][CH:32]2[CH2:37][CH2:36][N:35]([CH2:38][CH2:39][NH:40]C(OC(C)(C)C)=O)[CH2:34][CH2:33]2)[B:15]2[O:23]C3C(C)(C4CC(C3)C4(C)C)[O:16]2)[C:8]=1OC)(C)(C)C.B(Cl)(Cl)Cl. No catalyst specified. The product is [NH2:40][CH2:39][CH2:38][N:35]1[CH2:36][CH2:37][CH:32]([CH2:31][CH2:30][C:29]([NH:28][CH:14]2[CH2:13][C:9]3[CH:10]=[CH:11][CH:12]=[C:7]([C:6]([OH:5])=[O:51])[C:8]=3[O:16][B:15]2[OH:23])=[O:48])[CH2:33][CH2:34]1. The yield is 0.0500. (3) The reactants are C(=O)([O-])[O-].[Cs+].[Cs+].Cl[CH2:8][C:9]1[C:18]2[C:13](=[CH:14][CH:15]=[CH:16][CH:17]=2)[N:12]=[C:11]([CH3:19])[CH:10]=1.[I-].[K+].[OH:22][C:23]1[CH:28]=[CH:27][C:26]([S:29]([NH:32][CH2:33][C@H:34]([N:39]2[CH2:44][CH2:43][N:42]([S:45]([CH3:48])(=[O:47])=[O:46])[CH2:41][CH2:40]2)[C:35]([O:37][CH3:38])=[O:36])(=[O:31])=[O:30])=[CH:25][CH:24]=1. The catalyst is CC(C)=O. The product is [CH3:48][S:45]([N:42]1[CH2:41][CH2:40][N:39]([C@@H:34]([CH2:33][NH:32][S:29]([C:26]2[CH:25]=[CH:24][C:23]([O:22][CH2:8][C:9]3[C:18]4[C:13](=[CH:14][CH:15]=[CH:16][CH:17]=4)[N:12]=[C:11]([CH3:19])[CH:10]=3)=[CH:28][CH:27]=2)(=[O:31])=[O:30])[C:35]([O:37][CH3:38])=[O:36])[CH2:44][CH2:43]1)(=[O:46])=[O:47]. The yield is 0.320. (4) The reactants are O=O.[F:3][C:4]1[CH:5]=[C:6]([S:10][C:11]2[CH:12]=[C:13]3[C:18](=[CH:19][CH:20]=2)[C:17]([C:21]([NH2:23])=[O:22])=[CH:16][CH2:15][CH2:14]3)[CH:7]=[CH:8][CH:9]=1.[H][H]. The catalyst is CO. The product is [F:3][C:4]1[CH:5]=[C:6]([S:10][C:11]2[CH:12]=[C:13]3[C:18](=[CH:19][CH:20]=2)[C@H:17]([C:21]([NH2:23])=[O:22])[CH2:16][CH2:15][CH2:14]3)[CH:7]=[CH:8][CH:9]=1. The yield is 1.00. (5) The reactants are [Al+3].[Cl-].[Cl-].[Cl-].[C:5]1([CH3:11])C=CC=C[CH:6]=1.[Br:12][C:13]1[CH:19]=[CH:18][C:16]([NH2:17])=[CH:15][CH:14]=1.B(Cl)(Cl)Cl.[OH2:24]. No catalyst specified. The product is [NH2:17][C:16]1[CH:18]=[CH:19][C:13]([Br:12])=[CH:14][C:15]=1[C:6](=[O:24])[CH2:5][CH3:11]. The yield is 0.109. (6) The reactants are FC(F)(F)C(O)=O.[CH3:8][S:9]([C:12]1[CH:27]=[CH:26][C:15]2[N:16]([CH:20]3[CH2:25][CH2:24][NH:23][CH2:22][CH2:21]3)[C:17](=[O:19])[NH:18][C:14]=2[CH:13]=1)(=[O:11])=[O:10].Cl[CH2:29][C:30]([CH:32]1[CH2:37][CH2:36][CH2:35][CH2:34][CH2:33]1)=[O:31]. The product is [CH:32]1([C:30](=[O:31])[CH2:29][N:23]2[CH2:22][CH2:21][CH:20]([N:16]3[C:15]4[CH:26]=[CH:27][C:12]([S:9]([CH3:8])(=[O:10])=[O:11])=[CH:13][C:14]=4[NH:18][C:17]3=[O:19])[CH2:25][CH2:24]2)[CH2:37][CH2:36][CH2:35][CH2:34][CH2:33]1. The yield is 0.0660. The catalyst is CN(C=O)C. (7) The reactants are [C:1]([O:5][C:6]([N:8]1[CH2:11][CH:10]([C:12](=[O:17])N(OC)C)[CH2:9]1)=[O:7])([CH3:4])([CH3:3])[CH3:2].[CH3:18][Mg]Br. The catalyst is C1COCC1. The yield is 0.654. The product is [C:1]([O:5][C:6]([N:8]1[CH2:9][CH:10]([C:12](=[O:17])[CH3:18])[CH2:11]1)=[O:7])([CH3:2])([CH3:3])[CH3:4]. (8) The reactants are [CH:1]1([O:6][CH:7]([C:11]2[CH:16]=[CH:15][C:14]([Cl:17])=[C:13]([Cl:18])[CH:12]=2)[C:8](O)=[O:9])[CH2:5][CH2:4][CH2:3][CH2:2]1.C(Cl)(=O)C(Cl)=O.C[Si](C)(C)[NH:27][Si](C)(C)C. The catalyst is ClCCl.CN(C)C=O. The product is [CH:1]1([O:6][CH:7]([C:11]2[CH:16]=[CH:15][C:14]([Cl:17])=[C:13]([Cl:18])[CH:12]=2)[C:8]([NH2:27])=[O:9])[CH2:5][CH2:4][CH2:3][CH2:2]1. The yield is 0.710.